From a dataset of Full USPTO retrosynthesis dataset with 1.9M reactions from patents (1976-2016). Predict the reactants needed to synthesize the given product. (1) The reactants are: [CH:1]1[C:13]([OH:14])=[CH:12][C:11]2[C:15]3[C:20]([N:9]4[C:10]=2[C:2]=1[C:3]1[CH:4]=[CH:5][CH:6]=[CH:7][C:8]=14)=[CH:19][CH:18]=[CH:17][CH:16]=3.N1C=CC=CC=1.[F:27][C:28]([F:41])([F:40])[S:29](O[S:29]([C:28]([F:41])([F:40])[F:27])(=[O:31])=[O:30])(=[O:31])=[O:30]. Given the product [F:27][C:28]([F:41])([F:40])[S:29]([O:14][C:13]1[CH:12]=[C:11]2[C:10]3=[C:2]([C:3]4[C:8]([N:9]3[C:20]3[CH:19]=[CH:18][CH:17]=[CH:16][C:15]2=3)=[CH:7][CH:6]=[CH:5][CH:4]=4)[CH:1]=1)(=[O:31])=[O:30], predict the reactants needed to synthesize it. (2) Given the product [NH2:20][C:18]1[NH:17][N:16]=[C:15]([C:13]([N:2]([CH3:1])[C:3]2[CH:12]=[CH:11][C:6]([C:7]([O:9][CH3:10])=[O:8])=[CH:5][CH:4]=2)=[O:14])[CH:19]=1, predict the reactants needed to synthesize it. The reactants are: [CH3:1][N:2]([C:13]([C:15]1[CH:19]=[C:18]([N+:20]([O-])=O)[NH:17][N:16]=1)=[O:14])[C:3]1[CH:12]=[CH:11][C:6]([C:7]([O:9][CH3:10])=[O:8])=[CH:5][CH:4]=1.C(OCC)(=O)C. (3) Given the product [CH2:21]([O:3][C:4]1[CH:9]=[CH:8][C:7]([CH3:10])=[CH:6][C:5]=1[CH:11]([C:15]1[CH:16]=[CH:17][CH:18]=[CH:19][CH:20]=1)[CH2:12][CH2:13][OH:14])[C:22]1[CH:27]=[CH:26][CH:25]=[CH:24][CH:23]=1, predict the reactants needed to synthesize it. The reactants are: [OH-].[Na+].[OH:3][C:4]1[CH:9]=[CH:8][C:7]([CH3:10])=[CH:6][C:5]=1[CH:11]([C:15]1[CH:20]=[CH:19][CH:18]=[CH:17][CH:16]=1)[CH2:12][CH2:13][OH:14].[CH2:21](Cl)[C:22]1[CH:27]=[CH:26][CH:25]=[CH:24][CH:23]=1.C1CCCCC1.CC(C)=O.